Dataset: NCI-60 drug combinations with 297,098 pairs across 59 cell lines. Task: Regression. Given two drug SMILES strings and cell line genomic features, predict the synergy score measuring deviation from expected non-interaction effect. (1) Drug 1: C1CCN(CC1)CCOC2=CC=C(C=C2)C(=O)C3=C(SC4=C3C=CC(=C4)O)C5=CC=C(C=C5)O. Drug 2: CC1=CC2C(CCC3(C2CCC3(C(=O)C)OC(=O)C)C)C4(C1=CC(=O)CC4)C. Cell line: DU-145. Synergy scores: CSS=-2.65, Synergy_ZIP=3.45, Synergy_Bliss=2.09, Synergy_Loewe=-4.13, Synergy_HSA=-4.13. (2) Drug 1: CN1C(=O)N2C=NC(=C2N=N1)C(=O)N. Drug 2: C(CC(=O)O)C(=O)CN.Cl. Cell line: OVCAR3. Synergy scores: CSS=9.17, Synergy_ZIP=-3.39, Synergy_Bliss=0.0749, Synergy_Loewe=-2.26, Synergy_HSA=-0.319. (3) Drug 1: C1CN1P(=S)(N2CC2)N3CC3. Drug 2: C#CCC(CC1=CN=C2C(=N1)C(=NC(=N2)N)N)C3=CC=C(C=C3)C(=O)NC(CCC(=O)O)C(=O)O. Cell line: PC-3. Synergy scores: CSS=70.1, Synergy_ZIP=15.7, Synergy_Bliss=-1.72, Synergy_Loewe=39.8, Synergy_HSA=0.126. (4) Drug 1: COC1=C(C=C2C(=C1)N=CN=C2NC3=CC(=C(C=C3)F)Cl)OCCCN4CCOCC4. Drug 2: CC12CCC3C(C1CCC2O)C(CC4=C3C=CC(=C4)O)CCCCCCCCCS(=O)CCCC(C(F)(F)F)(F)F. Cell line: KM12. Synergy scores: CSS=7.04, Synergy_ZIP=-3.27, Synergy_Bliss=-8.66, Synergy_Loewe=-5.50, Synergy_HSA=-4.58. (5) Drug 1: CNC(=O)C1=NC=CC(=C1)OC2=CC=C(C=C2)NC(=O)NC3=CC(=C(C=C3)Cl)C(F)(F)F. Drug 2: CC1CCCC2(C(O2)CC(NC(=O)CC(C(C(=O)C(C1O)C)(C)C)O)C(=CC3=CSC(=N3)C)C)C. Cell line: SN12C. Synergy scores: CSS=38.7, Synergy_ZIP=5.82, Synergy_Bliss=4.26, Synergy_Loewe=-30.0, Synergy_HSA=-0.727.